From a dataset of Peptide-MHC class II binding affinity with 134,281 pairs from IEDB. Regression. Given a peptide amino acid sequence and an MHC pseudo amino acid sequence, predict their binding affinity value. This is MHC class II binding data. (1) The peptide sequence is LPWTSGATTETPTWN. The MHC is DRB1_1101 with pseudo-sequence DRB1_1101. The binding affinity (normalized) is 0. (2) The peptide sequence is GELQIVDKIDPAFKI. The MHC is DRB1_0401 with pseudo-sequence DRB1_0401. The binding affinity (normalized) is 0.527. (3) The peptide sequence is EHGSDEWVAMTKGEG. The MHC is HLA-DQA10101-DQB10501 with pseudo-sequence HLA-DQA10101-DQB10501. The binding affinity (normalized) is 0. (4) The peptide sequence is TLLYPLFNLWGPAFHER. The MHC is DRB1_0101 with pseudo-sequence DRB1_0101. The binding affinity (normalized) is 0.525. (5) The peptide sequence is RTLNKIVYIKPAKNI. The MHC is HLA-DQA10104-DQB10503 with pseudo-sequence HLA-DQA10104-DQB10503. The binding affinity (normalized) is 0.247. (6) The peptide sequence is AFKGAATAANAAPAN. The MHC is DRB1_0401 with pseudo-sequence DRB1_0401. The binding affinity (normalized) is 0.540. (7) The peptide sequence is VSEALRIIAGTLEVH. The MHC is HLA-DQA10301-DQB10302 with pseudo-sequence HLA-DQA10301-DQB10302. The binding affinity (normalized) is 0.230. (8) The peptide sequence is GGRSLTDLLRALGAQ. The MHC is DRB1_0405 with pseudo-sequence DRB1_0405. The binding affinity (normalized) is 0.0938. (9) The MHC is HLA-DQA10501-DQB10302 with pseudo-sequence HLA-DQA10501-DQB10302. The binding affinity (normalized) is 0.391. The peptide sequence is VRKVCYNAVLTHVKI.